This data is from Reaction yield outcomes from USPTO patents with 853,638 reactions. The task is: Predict the reaction yield, written as a fraction of the theoretical maximum amount of product (1.0 means a 100% yield; for example, 0.34 means a 34% yield). The yield is 0.560. The product is [NH2:8][C:9]1[N:10]=[CH:11][C:12]([CH2:15][O:16][C:17](=[O:19])[CH3:18])=[N:13][CH:14]=1. The reactants are C(OC([NH:8][C:9]1[N:10]=[CH:11][C:12]([CH2:15][O:16][C:17](=[O:19])[CH3:18])=[N:13][CH:14]=1)=O)(C)(C)C.C(O)(C(F)(F)F)=O. The catalyst is C(Cl)Cl.